This data is from Forward reaction prediction with 1.9M reactions from USPTO patents (1976-2016). The task is: Predict the product of the given reaction. (1) Given the reactants [CH3:1][O:2][C:3]1[CH:4]=[C:5]([CH2:11][CH2:12][C:13]2[N:14]=[C:15]3[CH:21]=[C:20]([C:22]4[CH:23]=[N:24][NH:25][CH:26]=4)[N:19](S(C4C=CC=CC=4)(=O)=O)[C:16]3=[N:17][CH:18]=2)[CH:6]=[C:7]([O:9][CH3:10])[CH:8]=1.[H-].[Na+].CS(O[CH:43]1[CH2:48][CH2:47][N:46]([CH3:49])[CH2:45][CH2:44]1)(=O)=O, predict the reaction product. The product is: [CH3:1][O:2][C:3]1[CH:4]=[C:5]([CH2:11][CH2:12][C:13]2[N:14]=[C:15]3[CH:21]=[C:20]([C:22]4[CH:23]=[N:24][N:25]([CH:43]5[CH2:48][CH2:47][N:46]([CH3:49])[CH2:45][CH2:44]5)[CH:26]=4)[NH:19][C:16]3=[N:17][CH:18]=2)[CH:6]=[C:7]([O:9][CH3:10])[CH:8]=1. (2) Given the reactants [F:1][C:2]1[CH:9]=[CH:8][C:7]([OH:10])=[CH:6][C:3]=1[CH2:4][OH:5].I[CH2:12][CH2:13][CH3:14].[C:15]([OH:22])(=[O:21])/[CH:16]=[CH:17]/[C:18]([OH:20])=[O:19].[CH2:23]([C@@H:25]1[CH2:30][NH:29][CH2:28][CH2:27][N:26]1[C:31](OCC1C=CC(OC(F)F)=CC=1)=[O:32])C, predict the reaction product. The product is: [C:15]([OH:22])(=[O:21])/[CH:16]=[CH:17]/[C:18]([OH:20])=[O:19].[CH3:23][C@@H:25]1[CH2:30][NH:29][CH2:28][CH2:27][N:26]1[C:31]([O:5][CH2:4][C:3]1[CH:6]=[C:7]([O:10][CH2:12][CH2:13][CH3:14])[CH:8]=[CH:9][C:2]=1[F:1])=[O:32]. (3) Given the reactants Br[C:2]1[CH:7]=[CH:6][CH:5]=[C:4]([O:8][CH3:9])[CH:3]=1.[O:10]1[C:14]2([CH2:19][CH2:18][C:17](=[O:20])[CH2:16][CH2:15]2)[O:13][CH2:12][CH2:11]1, predict the reaction product. The product is: [CH3:9][O:8][C:4]1[CH:3]=[C:2]([C:17]2([OH:20])[CH2:18][CH2:19][C:14]3([O:13][CH2:12][CH2:11][O:10]3)[CH2:15][CH2:16]2)[CH:7]=[CH:6][CH:5]=1. (4) Given the reactants Br[C:2]1[CH:7]=[CH:6][CH:5]=[CH:4][C:3]=1[CH2:8][C:9]#[N:10].[C:11]([C:14]1[CH:19]=[CH:18][C:17](B(O)O)=[CH:16][CH:15]=1)([OH:13])=[O:12].C(=O)([O-])[O-].[K+].[K+], predict the reaction product. The product is: [C:9]([CH2:8][C:3]1[CH:4]=[CH:5][CH:6]=[CH:7][C:2]=1[C:17]1[CH:18]=[CH:19][C:14]([C:11]([OH:13])=[O:12])=[CH:15][CH:16]=1)#[N:10]. (5) Given the reactants [CH3:1][C:2]1[CH:23]=[C:22]([CH3:24])[CH:21]=[C:20]([CH3:25])[C:3]=1[C:4]([P:6](Cl)([C:8](=[O:18])[C:9]1[C:14]([CH3:15])=[CH:13][C:12]([CH3:16])=[CH:11][C:10]=1[CH3:17])=[O:7])=[O:5].[CH2:26]([SH:38])[CH2:27][CH2:28][CH2:29][CH2:30][CH2:31][CH2:32][CH2:33][CH2:34][CH2:35][CH2:36][CH3:37].C(N(CC)CC)C.[PH2](Cl)=[O:47], predict the reaction product. The product is: [CH2:26]([S:38][O:47][P:6]([C:4](=[O:5])[C:3]1[C:2]([CH3:1])=[CH:23][C:22]([CH3:24])=[CH:21][C:20]=1[CH3:25])([C:8](=[O:18])[C:9]1[C:10]([CH3:17])=[CH:11][C:12]([CH3:16])=[CH:13][C:14]=1[CH3:15])=[O:7])[CH2:27][CH2:28][CH2:29][CH2:30][CH2:31][CH2:32][CH2:33][CH2:34][CH2:35][CH2:36][CH3:37].